Dataset: Reaction yield outcomes from USPTO patents with 853,638 reactions. Task: Predict the reaction yield, written as a fraction of the theoretical maximum amount of product (1.0 means a 100% yield; for example, 0.34 means a 34% yield). (1) The reactants are [Cl:1][C:2]1[C:3]([O:24][C:25]2[CH:30]=[CH:29][N:28]=[C:27](Cl)[CH:26]=2)=[CH:4][C:5]([F:23])=[C:6]([NH:8][C:9]([N:11]2[CH2:15][CH2:14][N:13]([CH:16]3[CH2:21][CH2:20][O:19][CH2:18][CH2:17]3)[C:12]2=[O:22])=[O:10])[CH:7]=1.[C:32]([NH2:35])(=[O:34])[CH3:33].C([O-])([O-])=O.[Cs+].[Cs+].CC1(C)C2C(=C(P(C3C=CC=CC=3)C3C=CC=CC=3)C=CC=2)OC2C(P(C3C=CC=CC=3)C3C=CC=CC=3)=CC=CC1=2. The catalyst is O1CCOCC1.C1C=CC(/C=C/C(/C=C/C2C=CC=CC=2)=O)=CC=1.C1C=CC(/C=C/C(/C=C/C2C=CC=CC=2)=O)=CC=1.C1C=CC(/C=C/C(/C=C/C2C=CC=CC=2)=O)=CC=1.[Pd].[Pd]. The product is [C:32]([NH:35][C:27]1[CH:26]=[C:25]([O:24][C:3]2[C:2]([Cl:1])=[CH:7][C:6]([NH:8][C:9]([N:11]3[CH2:15][CH2:14][N:13]([CH:16]4[CH2:17][CH2:18][O:19][CH2:20][CH2:21]4)[C:12]3=[O:22])=[O:10])=[C:5]([F:23])[CH:4]=2)[CH:30]=[CH:29][N:28]=1)(=[O:34])[CH3:33]. The yield is 0.290. (2) The yield is 0.690. The product is [OH:4][C:5]1[CH:14]=[CH:13][C:8]2[C:9]([C:25]([O:19][CH3:15])=[O:26])=[C:10]([CH3:12])[O:11][C:7]=2[CH:6]=1. The reactants are C([O:4][C:5]1[CH:14]=[CH:13][C:8]2[CH:9]=[C:10]([CH3:12])[O:11][C:7]=2[CH:6]=1)(=O)C.[C:15](Cl)(=[O:19])C(Cl)=O.[Al+3].[Cl-].[Cl-].[Cl-].[C:25]([O-])([O-])=[O:26].[K+].[K+]. The catalyst is CO. (3) The reactants are C=[C:2]1[CH2:5][CH:4]([C:6](O)=O)[CH2:3]1.[N-:9]=[N+]=[N-].[Na+].[CH3:13][C:14]([O:17][C:18]([O:20]C(OC(C)(C)C)=O)=O)([CH3:16])[CH3:15]. The catalyst is C1COCC1.[Br-].C([N+](CCCC)(CCCC)CCCC)CCC.C(S([O-])(=O)=O)(F)(F)F.C(S([O-])(=O)=O)(F)(F)F.[Zn+2]. The product is [C:18]([NH:9][CH:2]1[CH2:3][C:4](=[CH2:6])[CH2:5]1)([O:17][C:14]([CH3:16])([CH3:15])[CH3:13])=[O:20]. The yield is 0.349. (4) The reactants are Cl.[CH:2]1([NH:7][NH2:8])[CH2:6][CH2:5][CH2:4][CH2:3]1.[CH2:9]([O:11][C:12](=[O:24])[C:13](=[CH:20]N(C)C)[C:14](=O)[C:15]([F:18])([F:17])[F:16])[CH3:10].C([O-])(=O)C.[Na+]. The catalyst is C(O)C. The product is [CH2:9]([O:11][C:12]([C:13]1[CH:20]=[N:8][N:7]([CH:2]2[CH2:6][CH2:5][CH2:4][CH2:3]2)[C:14]=1[C:15]([F:16])([F:17])[F:18])=[O:24])[CH3:10]. The yield is 0.520.